From a dataset of Catalyst prediction with 721,799 reactions and 888 catalyst types from USPTO. Predict which catalyst facilitates the given reaction. (1) Reactant: [C:1]([OH:9])(=[O:8])[C:2]1[CH:7]=[CH:6][CH:5]=[N:4][CH:3]=1.C(=O)(O)[O-].[Na+].S([O-])([O-])(=O)=O.C([N+](CCCC)(CCCC)CCCC)CCC.C([N+](CCCC)(CCCC)CCCC)CCC.[Cl:54][CH2:55]S(Cl)(=O)=O. Product: [Cl:54][CH2:55][O:8][C:1]([C:2]1[CH:3]=[N:4][CH:5]=[CH:6][CH:7]=1)=[O:9]. The catalyst class is: 46. (2) Reactant: [O:1]=[C:2]1[NH:7][CH:6]=[C:5]([C:8]2[CH:18]=[CH:17][C:11]([C:12]([O:14][CH2:15][CH3:16])=[O:13])=[CH:10][CH:9]=2)[CH:4]=[CH:3]1. Product: [O:1]=[C:2]1[NH:7][CH2:6][CH:5]([C:8]2[CH:18]=[CH:17][C:11]([C:12]([O:14][CH2:15][CH3:16])=[O:13])=[CH:10][CH:9]=2)[CH2:4][CH2:3]1. The catalyst class is: 52. (3) Reactant: [NH2:1][CH2:2][C:3]1[CH:4]=[C:5]([CH2:11][CH:12]([O:18][CH:19]([CH3:21])[CH3:20])[C:13]([O:15]CC)=[O:14])[CH:6]=[CH:7][C:8]=1[O:9][CH3:10].[Cl:22][C:23]1[CH:28]=[C:27]([Cl:29])[CH:26]=[CH:25][C:24]=1[S:30](Cl)(=[O:32])=[O:31].N1C=CC=CC=1. Product: [Cl:22][C:23]1[CH:28]=[C:27]([Cl:29])[CH:26]=[CH:25][C:24]=1[S:30]([NH:1][CH2:2][C:3]1[CH:4]=[C:5]([CH2:11][CH:12]([O:18][CH:19]([CH3:20])[CH3:21])[C:13]([OH:15])=[O:14])[CH:6]=[CH:7][C:8]=1[O:9][CH3:10])(=[O:32])=[O:31]. The catalyst class is: 4. (4) Reactant: [CH:1]1([CH2:4][NH:5][C:6](=[O:31])[N:7]([CH2:20][C:21]2[CH:22]=[N:23][C:24]([Cl:30])=[C:25]([C:28]#[N:29])[C:26]=2Cl)[C:8]2[C:13]([F:14])=[C:12]([O:15][CH3:16])[CH:11]=[C:10]([O:17][CH3:18])[C:9]=2[F:19])[CH2:3][CH2:2]1.C(=O)([O-])[O-].[K+].[K+]. Product: [Cl:30][C:24]1[N:23]=[CH:22][C:21]2[CH2:20][N:7]([C:8]3[C:13]([F:14])=[C:12]([O:15][CH3:16])[CH:11]=[C:10]([O:17][CH3:18])[C:9]=3[F:19])[C:6](=[O:31])[N:5]([CH2:4][CH:1]3[CH2:3][CH2:2]3)[C:26]=2[C:25]=1[C:28]#[N:29]. The catalyst class is: 291. (5) Reactant: [C:1]([O:5][C:6]([NH:8][CH2:9][C:10]1[CH:15]=[CH:14][C:13]([NH:16]/[C:17](=[C:26]2\[C:27](=[O:38])[NH:28][C:29]3[C:34]\2=[CH:33][C:32]([N+:35]([O-:37])=[O:36])=[CH:31][CH:30]=3)/[C:18]2[CH:23]=[CH:22][C:21]([CH2:24][NH2:25])=[CH:20][CH:19]=2)=[CH:12][CH:11]=1)=[O:7])([CH3:4])([CH3:3])[CH3:2].[C:39](OC(=O)C)(=[O:41])[CH3:40]. Product: [C:1]([O:5][C:6]([NH:8][CH2:9][C:10]1[CH:15]=[CH:14][C:13]([NH:16]/[C:17](=[C:26]2\[C:27](=[O:38])[NH:28][C:29]3[C:34]\2=[CH:33][C:32]([N+:35]([O-:37])=[O:36])=[CH:31][CH:30]=3)/[C:18]2[CH:23]=[CH:22][C:21]([CH2:24][NH:25][C:39](=[O:41])[CH3:40])=[CH:20][CH:19]=2)=[CH:12][CH:11]=1)=[O:7])([CH3:4])([CH3:2])[CH3:3]. The catalyst class is: 12. (6) Reactant: C([N:4]([CH2:20][CH2:21][C:22]([NH:25][C:26]([O:28][C:29]([CH3:32])([CH3:31])[CH3:30])=[O:27])([CH3:24])[CH3:23])[C:5]1[C:14]([N+:15]([O-:17])=[O:16])=[CH:13][C:8]([C:9]([O:11][CH3:12])=[O:10])=[C:7]([O:18][CH3:19])[CH:6]=1)(=O)C.C[O-].[Na+].Cl. Product: [C:29]([O:28][C:26]([NH:25][C:22]([CH3:24])([CH3:23])[CH2:21][CH2:20][NH:4][C:5]1[C:14]([N+:15]([O-:17])=[O:16])=[CH:13][C:8]([C:9]([O:11][CH3:12])=[O:10])=[C:7]([O:18][CH3:19])[CH:6]=1)=[O:27])([CH3:31])([CH3:32])[CH3:30]. The catalyst class is: 5. (7) Reactant: [CH2:1]([NH:8][C:9]([NH:11][N:12]([CH2:53][CH:54]=[CH2:55])[CH2:13][C:14]([NH:16][C@@H:17]([CH2:37][C:38]1[CH:43]=[CH:42][C:41]([O:44][CH2:45][C:46]2[CH:51]=[CH:50][CH:49]=[CH:48][CH:47]=2)=[CH:40][C:39]=1[F:52])[C:18]([N:20]([CH2:29][CH:30](OCC)OCC)[CH2:21][C:22]1[CH:27]=[CH:26][CH:25]=[C:24]([F:28])[N:23]=1)=[O:19])=[O:15])=[O:10])[C:2]1[CH:7]=[CH:6][CH:5]=[CH:4][CH:3]=1. Product: [CH2:1]([NH:8][C:9]([N:11]1[C@H:30]2[CH2:29][N:20]([CH2:21][C:22]3[CH:27]=[CH:26][CH:25]=[C:24]([F:28])[N:23]=3)[C:18](=[O:19])[C@H:17]([CH2:37][C:38]3[CH:43]=[CH:42][C:41]([O:44][CH2:45][C:46]4[CH:51]=[CH:50][CH:49]=[CH:48][CH:47]=4)=[CH:40][C:39]=3[F:52])[N:16]2[C:14](=[O:15])[CH2:13][N:12]1[CH2:53][CH:54]=[CH2:55])=[O:10])[C:2]1[CH:3]=[CH:4][CH:5]=[CH:6][CH:7]=1. The catalyst class is: 106. (8) The catalyst class is: 421. Reactant: [CH2:1]([O:3][CH2:4][CH2:5][N:6]1[C:10]([C:11]([NH2:13])=[O:12])=[C:9]([N+:14]([O-])=O)[C:8]([CH2:17][CH3:18])=[N:7]1)[CH3:2].C([O-])=O.[NH4+]. Product: [NH2:14][C:9]1[C:8]([CH2:17][CH3:18])=[N:7][N:6]([CH2:5][CH2:4][O:3][CH2:1][CH3:2])[C:10]=1[C:11]([NH2:13])=[O:12]. (9) Reactant: [O:1]=[CH:2][CH2:3][C:4]1[CH:13]=[C:12]2[C:7]([C:8]([C:16]3[CH:21]=[CH:20][CH:19]=[CH:18][CH:17]=3)=[CH:9][C:10]([C:14]#[N:15])=[N:11]2)=[CH:6][CH:5]=1.[BH4-].[Na+]. Product: [OH:1][CH2:2][CH2:3][C:4]1[CH:13]=[C:12]2[C:7]([C:8]([C:16]3[CH:21]=[CH:20][CH:19]=[CH:18][CH:17]=3)=[CH:9][C:10]([C:14]#[N:15])=[N:11]2)=[CH:6][CH:5]=1. The catalyst class is: 36. (10) Reactant: CS(O[CH:6]1[CH2:11][CH2:10][N:9]([C:12]([O:14][C:15]([CH3:18])([CH3:17])[CH3:16])=[O:13])[CH2:8][CH2:7]1)(=O)=O.C(=O)([O-])[O-].[K+].[K+].[N+:25]([C:28]1[CH:29]=[C:30]2[C:34](=[CH:35][CH:36]=1)[NH:33][N:32]=[CH:31]2)([O-:27])=[O:26]. Product: [N+:25]([C:28]1[CH:29]=[C:30]2[C:34](=[CH:35][CH:36]=1)[N:33]([CH:6]1[CH2:11][CH2:10][N:9]([C:12]([O:14][C:15]([CH3:18])([CH3:17])[CH3:16])=[O:13])[CH2:8][CH2:7]1)[N:32]=[CH:31]2)([O-:27])=[O:26]. The catalyst class is: 42.